This data is from Peptide-MHC class II binding affinity with 134,281 pairs from IEDB. The task is: Regression. Given a peptide amino acid sequence and an MHC pseudo amino acid sequence, predict their binding affinity value. This is MHC class II binding data. The peptide sequence is DRYSVDADLQLGELI. The MHC is DRB1_0301 with pseudo-sequence DRB1_0301. The binding affinity (normalized) is 0.599.